Dataset: Reaction yield outcomes from USPTO patents with 853,638 reactions. Task: Predict the reaction yield, written as a fraction of the theoretical maximum amount of product (1.0 means a 100% yield; for example, 0.34 means a 34% yield). (1) The reactants are [Cl:1][C:2]1[N:7]=[C:6]([C:8]#[CH:9])[CH:5]=[CH:4][N:3]=1.[N:10]([CH2:13][C:14]1[CH:19]=[CH:18][C:17]([O:20][CH3:21])=[CH:16][CH:15]=1)=[N+:11]=[N-:12].O=C1O[C@H]([C@H](CO)O)C([O-])=C1O.[Na+]. The catalyst is O.O.O.O.O.S([O-])([O-])(=O)=O.[Cu+2].O.CC(O)(C)C. The product is [Cl:1][C:2]1[N:7]=[C:6]([C:8]2[N:12]=[N:11][N:10]([CH2:13][C:14]3[CH:19]=[CH:18][C:17]([O:20][CH3:21])=[CH:16][CH:15]=3)[CH:9]=2)[CH:5]=[CH:4][N:3]=1. The yield is 0.590. (2) The yield is 0.750. The product is [CH3:1][O:2][C:3]([CH:4]1[CH2:8][CH:7]([C:9](=[O:11])[NH:55][CH:53]2[CH2:54][CH:52]2[C:46]2[CH:51]=[CH:50][CH:49]=[CH:48][CH:47]=2)[CH2:6][N:5]1[C:12]([O:14][CH2:15][C:16]1[CH:21]=[CH:20][CH:19]=[CH:18][CH:17]=1)=[O:13])=[O:22]. The catalyst is O1CCOCC1.C(Cl)Cl. The reactants are [CH3:1][O:2][C:3](=[O:22])[C@@H:4]1[CH2:8][C@H:7]([C:9]([OH:11])=O)[CH2:6][N:5]1[C:12]([O:14][CH2:15][C:16]1[CH:21]=[CH:20][CH:19]=[CH:18][CH:17]=1)=[O:13].ON1C(=O)CCC1=O.C1CCC(N=C=NC2CCCCC2)CC1.[C:46]1([CH:52]2[CH2:54][CH:53]2[NH2:55])[CH:51]=[CH:50][CH:49]=[CH:48][CH:47]=1. (3) The reactants are [CH2:1]([O:3][C:4]([C:6]1[S:10][C:9](Br)=[N:8][C:7]=1[CH:12]([CH3:14])[CH3:13])=[O:5])[CH3:2].[CH3:15][C:16]1[CH:17]=[C:18]([OH:31])[CH:19]=[CH:20][C:21]=1B1OC(C)(C)C(C)(C)O1.C([O-])([O-])=O.[K+].[K+]. The catalyst is O1CCOCC1.O. The product is [CH2:1]([O:3][C:4]([C:6]1[S:10][C:9]([C:21]2[CH:20]=[CH:19][C:18]([OH:31])=[CH:17][C:16]=2[CH3:15])=[N:8][C:7]=1[CH:12]([CH3:14])[CH3:13])=[O:5])[CH3:2]. The yield is 0.800.